This data is from HIV replication inhibition screening data with 41,000+ compounds from the AIDS Antiviral Screen. The task is: Binary Classification. Given a drug SMILES string, predict its activity (active/inactive) in a high-throughput screening assay against a specified biological target. (1) The molecule is CC(C)CCCC(C)C1CCC2C3CC=C4CC(OCCCCN(O)CCCSC5OC(CO)C(O)C(O)C5O)CCC4(C)C3CCC12C. The result is 0 (inactive). (2) The result is 0 (inactive). The molecule is C=CCCCCCCC#CCCCCCCCCCCC1C(=O)OC(C)C1O.CCCCCCCCC#CCCCCCCCCCCC1C(=O)OC(C)C1O. (3) The compound is NCCCCC(NC(=O)C(CO)NC(=O)C(N)Cc1c[nH]cn1)C(=O)NC(Cc1ccccc1)C(=O)NC(Cc1c[nH]c2ccccc12)C(=O)NC(Cc1c[nH]c2ccccc12)C(N)=O. The result is 0 (inactive). (4) The molecule is CC(C)(C)c1ccc(OCCOc2ccc(C(C)(C)C)cc2N)c(N)c1. The result is 0 (inactive). (5) The molecule is CSc1nc(C)cc(N(C)c2ccccc2)n1. The result is 0 (inactive).